From a dataset of Full USPTO retrosynthesis dataset with 1.9M reactions from patents (1976-2016). Predict the reactants needed to synthesize the given product. Given the product [CH3:1][C:2]1[CH:4]=[N+:5]([O-:6])[N:15]([C:12]2[CH:13]=[CH:14][C:9]([C:8]([F:7])([F:18])[F:17])=[CH:10][CH:11]=2)[N:16]=1, predict the reactants needed to synthesize it. The reactants are: [CH3:1][C:2](/[CH:4]=[N:5]/[OH:6])=O.[F:7][C:8]([F:18])([F:17])[C:9]1[CH:14]=[CH:13][C:12]([NH:15][NH2:16])=[CH:11][CH:10]=1.C(OCC)(=O)C.